From a dataset of Peptide-MHC class II binding affinity with 134,281 pairs from IEDB. Regression. Given a peptide amino acid sequence and an MHC pseudo amino acid sequence, predict their binding affinity value. This is MHC class II binding data. The peptide sequence is STIFPFRRLFMVADV. The MHC is DRB1_0401 with pseudo-sequence DRB1_0401. The binding affinity (normalized) is 0.195.